This data is from Reaction yield outcomes from USPTO patents with 853,638 reactions. The task is: Predict the reaction yield, written as a fraction of the theoretical maximum amount of product (1.0 means a 100% yield; for example, 0.34 means a 34% yield). (1) The yield is 0.940. The reactants are [OH:1][C:2]([C:33]1[S:34][CH:35]=[CH:36][CH:37]=1)([C:28]1[S:29][CH:30]=[CH:31][CH:32]=1)[C:3]([O:5][C@H:6]1[CH2:11][CH2:10][C@H:9]([N:12]([CH2:14][CH2:15][CH2:16][N:17]2[C:25]3[C:20](=[CH:21][C:22]([CH:26]=O)=[CH:23][CH:24]=3)[CH:19]=[CH:18]2)[CH3:13])[CH2:8][CH2:7]1)=[O:4].C(O)(=O)C.[NH2:42][CH2:43][C@@H:44]([C:53]1[CH:62]=[CH:61][C:60]([OH:63])=[C:59]2[C:54]=1[CH:55]=[CH:56][C:57](=[O:64])[NH:58]2)[O:45][Si:46]([C:49]([CH3:52])([CH3:51])[CH3:50])([CH3:48])[CH3:47].C(O[BH-](OC(=O)C)OC(=O)C)(=O)C.[Na+].C(=O)([O-])O.[Na+]. The catalyst is CO.C1COCC1. The product is [OH:1][C:2]([C:33]1[S:34][CH:35]=[CH:36][CH:37]=1)([C:28]1[S:29][CH:30]=[CH:31][CH:32]=1)[C:3]([O:5][C@H:6]1[CH2:11][CH2:10][C@H:9]([N:12]([CH2:14][CH2:15][CH2:16][N:17]2[C:25]3[C:20](=[CH:21][C:22]([CH2:26][NH:42][CH2:43][C@H:44]([O:45][Si:46]([C:49]([CH3:52])([CH3:51])[CH3:50])([CH3:47])[CH3:48])[C:53]4[CH:62]=[CH:61][C:60]([OH:63])=[C:59]5[C:54]=4[CH:55]=[CH:56][C:57](=[O:64])[NH:58]5)=[CH:23][CH:24]=3)[CH:19]=[CH:18]2)[CH3:13])[CH2:8][CH2:7]1)=[O:4]. (2) The reactants are [O:1]=[CH:2]/[CH:3]=[CH:4]/[C:5]([O:7][CH2:8][CH3:9])=[O:6].[CH3:10][O:11][C:12]1[CH:17]=[CH:16][C:15]([S:18]([N:21]=[CH:22]/[CH:23]=[CH:24]/[C:25]2[O:26][CH:27]=[CH:28][CH:29]=2)(=[O:20])=[O:19])=[CH:14][CH:13]=1. The catalyst is C(Cl)(Cl)Cl. The product is [O:26]1[CH:27]=[CH:28][CH:29]=[C:25]1[C@H:24]1[CH:23]=[CH:22][N:21]([S:18]([C:15]2[CH:14]=[CH:13][C:12]([O:11][CH3:10])=[CH:17][CH:16]=2)(=[O:19])=[O:20])[C:2](=[O:1])[C@H:3]1[CH2:4][C:5]([O:7][CH2:8][CH3:9])=[O:6]. The yield is 0.710. (3) The catalyst is N1C=CC=CC=1. The product is [C:11]([O:10][CH:5]1[CH:6]2[CH2:9][CH:1]3[CH2:8][CH:7]2[CH:3]([CH2:2]3)[O:4]1)(=[O:13])[CH3:12]. The yield is 0.880. The reactants are [CH:1]12[CH2:9][CH:6]3[CH:7]([CH2:8]1)[CH:3]([O:4][CH:5]3[OH:10])[CH2:2]2.[C:11](OC(=O)C)(=[O:13])[CH3:12]. (4) The reactants are C([O:4][C@H:5]1[C@@H:31]([O:32]C(=O)C)[C@H:30]([O:36]C(=O)C)[C@@H:29]([CH2:40][O:41]C(=O)C)[O:28][C@@H:6]1[O:7][C:8]1[C:13]([Cl:14])=[CH:12][C:11]([N:15]2[C:23]3[C:18](=[CH:19][C:20]([N+:24]([O-:26])=[O:25])=[CH:21][CH:22]=3)[CH:17]=[CH:16]2)=[CH:10][C:9]=1[Cl:27])(=O)C.C([O-])([O-])=O.[K+].[K+]. The catalyst is CO. The product is [O:7]([C:8]1[C:13]([Cl:14])=[CH:12][C:11]([N:15]2[C:23]3[C:18](=[CH:19][C:20]([N+:24]([O-:26])=[O:25])=[CH:21][CH:22]=3)[CH:17]=[CH:16]2)=[CH:10][C:9]=1[Cl:27])[C@H:6]1[O:28][C@H:29]([CH2:40][OH:41])[C@@H:30]([OH:36])[C@H:31]([OH:32])[C@@H:5]1[OH:4]. The yield is 0.500. (5) The reactants are O=[C:2]([CH2:6][CH3:7])[CH2:3][C:4]#[N:5].[C:8]1([NH:14][NH2:15])[CH:13]=[CH:12][CH:11]=[CH:10][CH:9]=1. The catalyst is C(O)C. The product is [CH2:6]([C:2]1[CH:3]=[C:4]([NH2:5])[N:14]([C:8]2[CH:13]=[CH:12][CH:11]=[CH:10][CH:9]=2)[N:15]=1)[CH3:7]. The yield is 0.370. (6) The reactants are [CH3:1][O:2][C:3]1[CH:12]=[C:11]([O:13][CH3:14])[C:10]2[C:5](=[CH:6][CH:7]=[CH:8][CH:9]=2)[N:4]=1.[Li]CCCC.Cl[C:21]([O:23][CH2:24][CH3:25])=[O:22].O. The catalyst is C1COCC1. The product is [CH3:1][O:2][C:3]1[C:12]([C:21]([O:23][CH2:24][CH3:25])=[O:22])=[C:11]([O:13][CH3:14])[C:10]2[C:5](=[CH:6][CH:7]=[CH:8][CH:9]=2)[N:4]=1. The yield is 0.600. (7) The reactants are [C:1]([Si:5]([CH3:29])([CH3:28])[O:6][C:7]1[CH:8]=[C:9]([CH:15]([OH:27])[C:16]2[CH:17]=[CH:18][C:19]([Cl:26])=[C:20]([S:22]([NH2:25])(=[O:24])=[O:23])[CH:21]=2)[CH:10]=[CH:11][C:12]=1[O:13][CH3:14])([CH3:4])([CH3:3])[CH3:2].CC(C)=O.OS(O)(=O)=O.O=[Cr](=O)=O. The catalyst is CC(C)=O. The product is [C:1]([Si:5]([CH3:29])([CH3:28])[O:6][C:7]1[CH:8]=[C:9]([CH:10]=[CH:11][C:12]=1[O:13][CH3:14])[C:15]([C:16]1[CH:17]=[CH:18][C:19]([Cl:26])=[C:20]([S:22]([NH2:25])(=[O:23])=[O:24])[CH:21]=1)=[O:27])([CH3:4])([CH3:3])[CH3:2]. The yield is 0.500.